This data is from Catalyst prediction with 721,799 reactions and 888 catalyst types from USPTO. The task is: Predict which catalyst facilitates the given reaction. (1) Reactant: [Si:1]([O:18][CH2:19][CH2:20][CH:21]([N:32]1[CH:37]=[C:36]([O:38][CH3:39])[C:35]([C:40]2[CH:45]=[C:44]([Cl:46])[CH:43]=[CH:42][C:41]=2[C:47]#[N:48])=[CH:34][C:33]1=[O:49])[C:22]([O:24]CC1C=CC=CC=1)=[O:23])([C:14]([CH3:17])([CH3:16])[CH3:15])([C:8]1[CH:13]=[CH:12][CH:11]=[CH:10][CH:9]=1)[C:2]1[CH:7]=[CH:6][CH:5]=[CH:4][CH:3]=1.[OH-].[Na+].Cl. Product: [Si:1]([O:18][CH2:19][CH2:20][CH:21]([N:32]1[CH:37]=[C:36]([O:38][CH3:39])[C:35]([C:40]2[CH:45]=[C:44]([Cl:46])[CH:43]=[CH:42][C:41]=2[C:47]#[N:48])=[CH:34][C:33]1=[O:49])[C:22]([OH:24])=[O:23])([C:14]([CH3:15])([CH3:16])[CH3:17])([C:8]1[CH:9]=[CH:10][CH:11]=[CH:12][CH:13]=1)[C:2]1[CH:3]=[CH:4][CH:5]=[CH:6][CH:7]=1. The catalyst class is: 7. (2) Product: [CH3:1][O:2][C:3](=[O:21])[C@H:4]([CH2:13][C:14]1[CH:19]=[CH:18][C:17]([O:20][S:28]([C:22]2[CH:27]=[CH:26][CH:25]=[CH:24][CH:23]=2)(=[O:30])=[O:29])=[CH:16][CH:15]=1)[NH:5][C:6]([O:8][C:9]([CH3:12])([CH3:10])[CH3:11])=[O:7]. The catalyst class is: 11. Reactant: [CH3:1][O:2][C:3](=[O:21])[C@H:4]([CH2:13][C:14]1[CH:19]=[CH:18][C:17]([OH:20])=[CH:16][CH:15]=1)[NH:5][C:6]([O:8][C:9]([CH3:12])([CH3:11])[CH3:10])=[O:7].[C:22]1([S:28](Cl)(=[O:30])=[O:29])[CH:27]=[CH:26][CH:25]=[CH:24][CH:23]=1.C(N(CC)CC)C. (3) Reactant: [Cl:1][C:2]1[CH:7]=[CH:6][C:5]([NH:8][C:9]2[CH:14]=[CH:13][C:12]([CH2:15][S:16]([CH3:19])(=[O:18])=[O:17])=[CH:11][C:10]=2[C:20]2[C:21]3[CH:30]=[C:29]([C:31]([O:33][CH2:34][CH3:35])=[O:32])[NH:28][C:22]=3[C:23](=[O:27])[N:24]([CH3:26])[CH:25]=2)=[CH:4][CH:3]=1.Cl.[CH2:37]=O. Product: [Cl:1][C:2]1[CH:7]=[CH:6][C:5]([N:8]2[CH2:37][C:30]3[C:21]4=[C:22]([C:23](=[O:27])[N:24]([CH3:26])[CH:25]=[C:20]4[C:10]4[CH:11]=[C:12]([CH2:15][S:16]([CH3:19])(=[O:18])=[O:17])[CH:13]=[CH:14][C:9]2=4)[NH:28][C:29]=3[C:31]([O:33][CH2:34][CH3:35])=[O:32])=[CH:4][CH:3]=1. The catalyst class is: 5. (4) Reactant: Br[CH2:2][C:3]1[N:4]=[N:5][C:6]([C:9]2[CH:14]=[CH:13][CH:12]=[CH:11][CH:10]=2)=[CH:7][CH:8]=1.[NH:15]([C:23]([O:25][C:26]([CH3:29])([CH3:28])[CH3:27])=[O:24])[C:16]([O:18][C:19]([CH3:22])([CH3:21])[CH3:20])=[O:17].C(=O)([O-])[O-].[K+].[K+].O. Product: [C:26]([O:25][C:23]([N:15]([CH2:2][C:3]1[N:4]=[N:5][C:6]([C:9]2[CH:14]=[CH:13][CH:12]=[CH:11][CH:10]=2)=[CH:7][CH:8]=1)[C:16]([O:18][C:19]([CH3:22])([CH3:21])[CH3:20])=[O:17])=[O:24])([CH3:29])([CH3:28])[CH3:27]. The catalyst class is: 9. (5) Reactant: [Cl:1][C:2]1[C:16]([CH3:17])=[CH:15][C:5]([O:6][C:7]2[CH:14]=[CH:13][C:10]([C:11]#[N:12])=[CH:9][CH:8]=2)=[CH:4][C:3]=1[CH3:18].C1COCC1.[H-].[Al+3].[Li+].[H-].[H-].[H-].[OH-].[Na+]. Product: [Cl:1][C:2]1[C:16]([CH3:17])=[CH:15][C:5]([O:6][C:7]2[CH:14]=[CH:13][C:10]([CH2:11][NH2:12])=[CH:9][CH:8]=2)=[CH:4][C:3]=1[CH3:18]. The catalyst class is: 97. (6) Reactant: [C:1]([C:6]1[CH:11]=[CH:10][CH:9]=[CH:8][CH:7]=1)(=[O:5])[CH:2]([CH3:4])[CH3:3].S(Cl)([Cl:15])(=O)=O. Product: [Cl:15][C:2]([CH3:4])([CH3:3])[C:1]([C:6]1[CH:11]=[CH:10][CH:9]=[CH:8][CH:7]=1)=[O:5]. The catalyst class is: 194. (7) Reactant: [F:1][C:2]1[CH:7]=[CH:6][CH:5]=[CH:4][C:3]=1[C:8]1[N:9]([S:15]([C:18]2[CH:25]=[CH:24][C:21]([C:22]#[N:23])=[CH:20][CH:19]=2)(=[O:17])=[O:16])[CH:10]=[C:11]([CH:13]=O)[CH:12]=1.CO.[CH3:28][NH2:29].[BH4-].[Na+].[ClH:32].C(=O)([O-])O.[Na+]. Product: [ClH:32].[F:1][C:2]1[CH:7]=[CH:6][CH:5]=[CH:4][C:3]=1[C:8]1[N:9]([S:15]([C:18]2[CH:25]=[CH:24][C:21]([C:22]#[N:23])=[CH:20][CH:19]=2)(=[O:17])=[O:16])[CH:10]=[C:11]([CH2:13][NH:29][CH3:28])[CH:12]=1. The catalyst class is: 5.